This data is from Peptide-MHC class I binding affinity with 185,985 pairs from IEDB/IMGT. The task is: Regression. Given a peptide amino acid sequence and an MHC pseudo amino acid sequence, predict their binding affinity value. This is MHC class I binding data. (1) The peptide sequence is VLKAMHDKKI. The MHC is HLA-A02:03 with pseudo-sequence HLA-A02:03. The binding affinity (normalized) is 0.0358. (2) The peptide sequence is KSAFYQSYL. The MHC is HLA-B27:03 with pseudo-sequence HLA-B27:03. The binding affinity (normalized) is 0.0847. (3) The peptide sequence is AHWDYLHL. The MHC is H-2-Kb with pseudo-sequence H-2-Kb. The binding affinity (normalized) is 0.551. (4) The MHC is HLA-A01:01 with pseudo-sequence HLA-A01:01. The binding affinity (normalized) is 0. The peptide sequence is KIRLRPGGK. (5) The binding affinity (normalized) is 0.0847. The MHC is HLA-A01:01 with pseudo-sequence HLA-A01:01. The peptide sequence is WFREDRSPV. (6) The peptide sequence is GRGPIRFVL. The MHC is HLA-A31:01 with pseudo-sequence HLA-A31:01. The binding affinity (normalized) is 0.0847.